From a dataset of Catalyst prediction with 721,799 reactions and 888 catalyst types from USPTO. Predict which catalyst facilitates the given reaction. (1) Reactant: [CH3:1][C:2]([CH3:37])([O:14][C:15]1[CH:20]=[CH:19][C:18]([CH2:21][CH2:22][CH2:23][NH:24][C@@H:25]([C:27]2[C:36]3[C:31](=[CH:32][CH:33]=[CH:34][CH:35]=3)[CH:30]=[CH:29][CH:28]=2)[CH3:26])=[CH:17][CH:16]=1)[C:3]([NH:5][CH2:6][C:7]([O:9]C(C)(C)C)=[O:8])=[O:4].[ClH:38]. Product: [ClH:38].[CH3:37][C:2]([CH3:1])([O:14][C:15]1[CH:16]=[CH:17][C:18]([CH2:21][CH2:22][CH2:23][NH:24][C@@H:25]([C:27]2[C:36]3[C:31](=[CH:32][CH:33]=[CH:34][CH:35]=3)[CH:30]=[CH:29][CH:28]=2)[CH3:26])=[CH:19][CH:20]=1)[C:3]([NH:5][CH2:6][C:7]([OH:9])=[O:8])=[O:4]. The catalyst class is: 880. (2) Reactant: [CH3:1][N:2]([CH3:7])[CH2:3][C@H:4]([OH:6])[CH3:5].[H-].[Na+].[NH2:10][C:11]1[N:12]=[C:13](Cl)[C:14]([C:17]#[N:18])=[N:15][CH:16]=1.O. Product: [NH3:2].[NH2:10][C:11]1[N:12]=[C:13]([O:6][C@H:4]([CH3:5])[CH2:3][N:2]([CH3:7])[CH3:1])[C:14]([C:17]#[N:18])=[N:15][CH:16]=1. The catalyst class is: 258. (3) Reactant: Br[CH2:2][C:3]1[CH:4]=[C:5]([CH:36]=[CH:37][CH:38]=1)[C:6]([NH:8][C:9]1[CH:29]=[CH:28][C:27]([N:30]2[CH2:35][CH2:34][CH2:33][CH2:32][CH2:31]2)=[CH:26][C:10]=1[C:11]([NH:13][C:14]1[CH:15]=[N:16][C:17]([C:20]2[CH:25]=[CH:24][CH:23]=[CH:22][CH:21]=2)=[N:18][CH:19]=1)=[O:12])=[O:7].[SH:39][C:40]1[CH:41]=[C:42]([CH:46]=[CH:47][CH:48]=1)[C:43]([OH:45])=[O:44].C(N(CC)CC)C. Product: [C:20]1([C:17]2[N:18]=[CH:19][C:14]([NH:13][C:11]([C:10]3[CH:26]=[C:27]([N:30]4[CH2:35][CH2:34][CH2:33][CH2:32][CH2:31]4)[CH:28]=[CH:29][C:9]=3[NH:8][C:6]([C:5]3[CH:4]=[C:3]([CH:38]=[CH:37][CH:36]=3)[CH2:2][S:39][C:40]3[CH:41]=[C:42]([CH:46]=[CH:47][CH:48]=3)[C:43]([OH:45])=[O:44])=[O:7])=[O:12])=[CH:15][N:16]=2)[CH:21]=[CH:22][CH:23]=[CH:24][CH:25]=1. The catalyst class is: 35.